Predict the reaction yield, written as a fraction of the theoretical maximum amount of product (1.0 means a 100% yield; for example, 0.34 means a 34% yield). From a dataset of Reaction yield outcomes from USPTO patents with 853,638 reactions. The reactants are [CH2:1]([C:3]1[C:4]([NH:20][C@H:21]2[C@@H:25]([O:26][CH2:27][CH3:28])[CH2:24][N:23](C(OCC3C=CC=CC=3)=O)[CH2:22]2)=[N:5][C:6]([CH2:18][CH3:19])=[C:7]([C:9]2[C:10]([CH3:17])=[N:11][C:12]([O:15][CH3:16])=[CH:13][CH:14]=2)[N:8]=1)[CH3:2].C1CC=CCC=1. The catalyst is C(O)C.[Pd]. The product is [CH2:27]([O:26][C@H:25]1[CH2:24][NH:23][CH2:22][C@H:21]1[NH:20][C:4]1[C:3]([CH2:1][CH3:2])=[N:8][C:7]([C:9]2[C:10]([CH3:17])=[N:11][C:12]([O:15][CH3:16])=[CH:13][CH:14]=2)=[C:6]([CH2:18][CH3:19])[N:5]=1)[CH3:28]. The yield is 0.870.